Dataset: Forward reaction prediction with 1.9M reactions from USPTO patents (1976-2016). Task: Predict the product of the given reaction. Given the reactants [CH:1]1([CH2:6][C@@H:7]([C:20]([NH:22][NH:23][C:24]2[C:29]([F:30])=[C:28]([N:31]3[CH2:35][CH2:34][CH2:33][CH2:32]3)[N:27]=[C:26]([CH3:36])[N:25]=2)=[O:21])[CH2:8][N:9]([O:12]CC2C=CC=CC=2)[CH:10]=[O:11])[CH2:5][CH2:4][CH2:3][CH2:2]1, predict the reaction product. The product is: [CH:1]1([CH2:6][C@@H:7]([C:20]([NH:22][NH:23][C:24]2[C:29]([F:30])=[C:28]([N:31]3[CH2:35][CH2:34][CH2:33][CH2:32]3)[N:27]=[C:26]([CH3:36])[N:25]=2)=[O:21])[CH2:8][N:9]([OH:12])[CH:10]=[O:11])[CH2:2][CH2:3][CH2:4][CH2:5]1.